This data is from Forward reaction prediction with 1.9M reactions from USPTO patents (1976-2016). The task is: Predict the product of the given reaction. (1) Given the reactants [Cl:1][C:2]1[CH:3]=[C:4]([CH:26]=[C:27]([Cl:30])[C:28]=1[Cl:29])[CH2:5][N:6]1[CH:10]=[C:9]([C:11]2[N:12]=[CH:13][C:14]3[N:19]=[C:18]([NH:20][CH2:21][C:22]([O:24]C)=[O:23])[S:17][C:15]=3[N:16]=2)[N:8]=[N:7]1.[OH-].[Na+], predict the reaction product. The product is: [Cl:30][C:27]1[CH:26]=[C:4]([CH:3]=[C:2]([Cl:1])[C:28]=1[Cl:29])[CH2:5][N:6]1[CH:10]=[C:9]([C:11]2[N:12]=[CH:13][C:14]3[N:19]=[C:18]([NH:20][CH2:21][C:22]([OH:24])=[O:23])[S:17][C:15]=3[N:16]=2)[N:8]=[N:7]1. (2) Given the reactants [NH:1]([CH2:5][CH2:6][OH:7])[CH2:2][CH2:3][OH:4].Cl[C:9]1[C:18]2[C:13](=[CH:14][CH:15]=[CH:16][CH:17]=2)[N:12]=[C:11]([C:19]([F:22])([F:21])[F:20])[CH:10]=1, predict the reaction product. The product is: [OH:4][CH2:3][CH2:2][N:1]([C:9]1[C:18]2[C:13](=[CH:14][CH:15]=[CH:16][CH:17]=2)[N:12]=[C:11]([C:19]([F:22])([F:20])[F:21])[CH:10]=1)[CH2:5][CH2:6][OH:7]. (3) Given the reactants Cl[C:2]1[CH:11]=[C:10]([NH:12][CH:13]2[CH2:17]CC[CH2:14]2)[C:5]([C:6]([NH:8][CH3:9])=[O:7])=[CH:4][N:3]=1.[Cl:18][C:19]1[N:24]=[C:23]2[S:25][C:26]([NH2:28])=[N:27][C:22]2=[CH:21][CH:20]=1.C(O)(C(F)(F)F)=O, predict the reaction product. The product is: [Cl:18][C:19]1[N:24]=[C:23]2[S:25][C:26]([NH:28][C:2]3[CH:11]=[C:10]([NH:12][CH:13]([CH3:14])[CH3:17])[C:5]([C:6]([NH:8][CH3:9])=[O:7])=[CH:4][N:3]=3)=[N:27][C:22]2=[CH:21][CH:20]=1.